From a dataset of Full USPTO retrosynthesis dataset with 1.9M reactions from patents (1976-2016). Predict the reactants needed to synthesize the given product. (1) Given the product [CH2:23]([C:21]1[N:22]=[C:15]2[NH:14][C:13]([C:9]3[CH:8]=[C:7]4[C:12](=[CH:11][CH:10]=3)[NH:4][N:5]=[CH:6]4)=[CH:18][C:17](=[O:19])[N:16]2[N:20]=1)[CH3:24], predict the reactants needed to synthesize it. The reactants are: C([N:4]1[C:12]2[C:7](=[CH:8][C:9]([C:13]3[NH:14][C:15]4[N:16]([N:20]=[C:21]([CH2:23][CH3:24])[N:22]=4)[C:17](=[O:19])[CH:18]=3)=[CH:10][CH:11]=2)[CH:6]=[N:5]1)(=O)C.C(=O)([O-])[O-].[K+].[K+].O. (2) Given the product [OH:28][C:26]1[CH:27]=[C:22]([NH:21][C:2]2[C:11]3[C:6](=[CH:7][C:8]([O:14][CH2:15][CH2:16][O:17][CH3:18])=[C:9]([O:12][CH3:13])[CH:10]=3)[N:5]=[CH:4][C:3]=2[C:19]#[N:20])[CH:23]=[CH:24][C:25]=1[CH3:29], predict the reactants needed to synthesize it. The reactants are: Cl[C:2]1[C:11]2[C:6](=[CH:7][C:8]([O:14][CH2:15][CH2:16][O:17][CH3:18])=[C:9]([O:12][CH3:13])[CH:10]=2)[N:5]=[CH:4][C:3]=1[C:19]#[N:20].[NH2:21][C:22]1[CH:23]=[CH:24][C:25]([CH3:29])=[C:26]([OH:28])[CH:27]=1.Cl.N1C=CC=CC=1. (3) The reactants are: [N:1]#[C:2][C@@H:3]([C:5]([O:7][CH2:8][CH3:9])=[O:6])[NH2:4].[CH2:10](OC(OCC)OCC)C.[CH:20]1([NH2:23])[CH2:22][CH2:21]1. Given the product [NH2:1][C:2]1[N:23]([CH:20]2[CH2:22][CH2:21]2)[CH:10]=[N:4][C:3]=1[C:5]([O:7][CH2:8][CH3:9])=[O:6], predict the reactants needed to synthesize it. (4) Given the product [C:7]1(/[CH:13]=[CH:14]/[CH2:15][CH2:16][OH:17])[CH:12]=[CH:11][CH:10]=[CH:9][CH:8]=1, predict the reactants needed to synthesize it. The reactants are: [H-].[H-].[H-].[H-].[Li+].[Al+3].[C:7]1(/[CH:13]=[CH:14]/[CH2:15][C:16](OC)=[O:17])[CH:12]=[CH:11][CH:10]=[CH:9][CH:8]=1.O.[OH-].[K+]. (5) Given the product [I:19][C:20]1[CH:25]=[CH:24][N:23]=[C:22]([O:26][CH3:27])[C:21]=1[C:28]1[NH:1][C:2]2[CH:3]=[C:4]([N:10]3[CH2:11][CH2:12][N:13]([C:16](=[O:18])[CH3:17])[CH2:14][CH2:15]3)[CH:5]=[C:6]([CH3:9])[C:7]=2[N:8]=1, predict the reactants needed to synthesize it. The reactants are: [NH2:1][C:2]1[CH:3]=[C:4]([N:10]2[CH2:15][CH2:14][N:13]([C:16](=[O:18])[CH3:17])[CH2:12][CH2:11]2)[CH:5]=[C:6]([CH3:9])[C:7]=1[NH2:8].[I:19][C:20]1[CH:25]=[CH:24][N:23]=[C:22]([O:26][CH3:27])[C:21]=1[CH:28]=O. (6) Given the product [CH3:31][C:25]1[CH:26]=[C:27]([CH3:30])[CH:28]=[CH:29][C:24]=1[N:19]([CH2:20][CH:21]([CH3:23])[CH3:22])[S:16]([C:3]1[CH:4]=[CH:5][C:6]([O:8][CH2:9][CH:10]2[CH2:15][CH2:14][O:13][CH2:12][CH2:11]2)=[CH:7][C:2]=1[OH:62])(=[O:18])=[O:17], predict the reactants needed to synthesize it. The reactants are: Cl[C:2]1[CH:7]=[C:6]([O:8][CH2:9][CH:10]2[CH2:15][CH2:14][O:13][CH2:12][CH2:11]2)[CH:5]=[CH:4][C:3]=1[S:16]([N:19]([C:24]1[CH:29]=[CH:28][C:27]([CH3:30])=[CH:26][C:25]=1[CH3:31])[CH2:20][CH:21]([CH3:23])[CH3:22])(=[O:18])=[O:17].C(P(C(C)(C)C)C1C=CC=CC=1C1C(C(C)C)=CC(C(C)C)=CC=1C(C)C)(C)(C)C.[OH-:62].[K+]. (7) Given the product [CH3:39][C:40]([NH:41][C:31]([C:29]1[CH:28]=[CH:27][C:26]([CH:34]2[CH2:38][CH2:37][CH2:36][O:35]2)=[C:25]([O:24][CH2:23][CH:20]2[CH2:21][CH2:22]2)[N:30]=1)=[O:33])([C:42]1[N:46]=[C:45]([CH3:47])[O:44][N:43]=1)[CH3:48], predict the reactants needed to synthesize it. The reactants are: C1(COC2N=C(C(O)=O)C=CC=2C2CCOC2)CC1.[CH:20]1([CH2:23][O:24][C:25]2[N:30]=[C:29]([C:31]([OH:33])=O)[CH:28]=[CH:27][C:26]=2[CH:34]2[CH2:38][CH2:37][CH2:36][O:35]2)[CH2:22][CH2:21]1.[CH3:39][C:40]([CH3:48])([C:42]1[N:46]=[C:45]([CH3:47])[O:44][N:43]=1)[NH2:41]. (8) The reactants are: C([O:4][C:5]1[CH:6]=[C:7]2[C:12](=[CH:13][CH:14]=1)[N:11]=[CH:10][N:9]=[C:8]2[NH:15][C:16]1[CH:21]=[CH:20][C:19]([F:22])=[C:18]([Cl:23])[CH:17]=1)(=O)C.O.[OH-].[Li+].O.C(O)(=O)C. Given the product [Cl:23][C:18]1[CH:17]=[C:16]([NH:15][C:8]2[C:7]3[C:12](=[CH:13][CH:14]=[C:5]([OH:4])[CH:6]=3)[N:11]=[CH:10][N:9]=2)[CH:21]=[CH:20][C:19]=1[F:22], predict the reactants needed to synthesize it. (9) Given the product [N+:16]([C:15]1[CH:14]=[C:13]2[C:8]([CH:9]=[CH:10][CH:11]=[N:12]2)=[CH:7][C:6]=1/[CH:5]=[CH:4]/[C:3]([OH:19])=[O:2])([O-:18])=[O:17], predict the reactants needed to synthesize it. The reactants are: C[O:2][C:3](=[O:19])/[CH:4]=[CH:5]/[C:6]1[CH:7]=[C:8]2[C:13](=[CH:14][C:15]=1[N+:16]([O-:18])=[O:17])[N:12]=[CH:11][CH:10]=[CH:9]2.[OH-].[Na+].Cl.